Dataset: Full USPTO retrosynthesis dataset with 1.9M reactions from patents (1976-2016). Task: Predict the reactants needed to synthesize the given product. (1) The reactants are: [Al+3].[Cl-].[Cl-].[Cl-].[CH2:5]([C:8]1([CH:15]=[O:16])[CH2:13][CH:12]2[CH2:14][CH:9]1[CH:10]=[CH:11]2)[CH2:6][CH3:7]. Given the product [CH2:5]([CH:8]1[CH2:13][CH:12]2[CH2:11][CH:10]([CH:9]=[CH:14]2)[C:15]1=[O:16])[CH2:6][CH3:7], predict the reactants needed to synthesize it. (2) Given the product [S-2:9].[Na+:11].[Na+:11].[C:1]([O-:10])(=[S:9])[CH2:2][CH2:3][CH2:4][CH2:5][CH2:6][CH2:7][CH3:8].[Na+:11].[Cl-:24].[Na+:11], predict the reactants needed to synthesize it. The reactants are: [C:1]([O-:10])(=[S:9])[CH2:2][CH2:3][CH2:4][CH2:5][CH2:6][CH2:7][CH3:8].[Na+:11].[S-2].[Na+].[Na+].C([Cl:24])(=O)CCCCCCC. (3) The reactants are: C(OC([NH:11][C@H:12]([C:19]([NH:21][C:22]1[CH:23]=[C:24]([CH2:29][CH2:30][C:31]([O:33][C:34]([CH3:37])([CH3:36])[CH3:35])=[O:32])[CH:25]=[CH:26][C:27]=1[Cl:28])=[O:20])[CH:13]([C:15]([F:18])([F:17])[F:16])[CH3:14])=O)C1C=CC=CC=1. Given the product [Cl:28][C:27]1[CH:26]=[CH:25][C:24]([CH2:29][CH2:30][C:31]([O:33][C:34]([CH3:36])([CH3:37])[CH3:35])=[O:32])=[CH:23][C:22]=1[NH:21][C:19](=[O:20])[C@H:12]([CH:13]([C:15]([F:18])([F:17])[F:16])[CH3:14])[NH2:11], predict the reactants needed to synthesize it. (4) Given the product [F:1][C:2]1[CH:3]=[CH:4][C:5]([CH2:6][N:7]2[C:11]3=[CH:12][N:13]=[C:14]([C:24]([O:26][CH2:27][CH3:28])=[O:25])[C:15]([C:33]#[C:32][CH2:31][OH:34])=[C:10]3[CH:9]=[CH:8]2)=[CH:29][CH:30]=1, predict the reactants needed to synthesize it. The reactants are: [F:1][C:2]1[CH:30]=[CH:29][C:5]([CH2:6][N:7]2[C:11]3=[CH:12][N:13]=[C:14]([C:24]([O:26][CH2:27][CH3:28])=[O:25])[C:15](OS(C(F)(F)F)(=O)=O)=[C:10]3[CH:9]=[CH:8]2)=[CH:4][CH:3]=1.[CH2:31]([O:34][Si](C)(C)C)[C:32]#[CH:33].[Cl-].[Li+].C(N(CC)CC)C. (5) Given the product [CH3:35][C:2]1[N:3]=[C:4]2[C:10]([C:11]3[CH:12]=[CH:13][CH:14]=[CH:15][CH:16]=3)=[C:9]([C:17]3[CH:18]=[CH:19][C:20]([C:23]4([NH2:27])[CH2:26][CH2:25][CH2:24]4)=[CH:21][CH:22]=3)[O:8][C:5]2=[N:6][CH:7]=1, predict the reactants needed to synthesize it. The reactants are: Cl[C:2]1[N:3]=[C:4]2[C:10]([C:11]3[CH:16]=[CH:15][CH:14]=[CH:13][CH:12]=3)=[C:9]([C:17]3[CH:22]=[CH:21][C:20]([C:23]4([NH:27]C(=O)OC(C)(C)C)[CH2:26][CH2:25][CH2:24]4)=[CH:19][CH:18]=3)[O:8][C:5]2=[N:6][CH:7]=1.[CH3:35]B(O)O.P([O-])([O-])([O-])=O.[K+].[K+].[K+].O. (6) The reactants are: C[C:2](C)([O-:4])C.[K+].[Cl:7][CH2:8][C:9]([O:11][CH2:12][CH3:13])=[O:10].C(OCC)=O.Cl. Given the product [Cl:7][CH:8]([CH:2]=[O:4])[C:9]([O:11][CH2:12][CH3:13])=[O:10], predict the reactants needed to synthesize it.